Dataset: Reaction yield outcomes from USPTO patents with 853,638 reactions. Task: Predict the reaction yield, written as a fraction of the theoretical maximum amount of product (1.0 means a 100% yield; for example, 0.34 means a 34% yield). (1) The reactants are [CH2:1]([O:9][C:10]([C@:12]1([NH2:17])[CH2:16][CH2:15][O:14][CH2:13]1)=[O:11])[CH2:2][C:3]1[CH:8]=[CH:7][CH:6]=[CH:5][CH:4]=1.[Cl:18][C:19]1[S:23][C:22]([C:24](O)=[O:25])=[CH:21][CH:20]=1.C1C=CC2N(O)N=NC=2C=1.CCN=C=NCCCN(C)C.Cl. The catalyst is O.CCOC(C)=O.CN(C=O)C. The product is [CH2:1]([O:9][C:10]([C@:12]1([NH:17][C:24]([C:22]2[S:23][C:19]([Cl:18])=[CH:20][CH:21]=2)=[O:25])[CH2:16][CH2:15][O:14][CH2:13]1)=[O:11])[CH2:2][C:3]1[CH:4]=[CH:5][CH:6]=[CH:7][CH:8]=1. The yield is 0.900. (2) The reactants are FC1C=C(N)C=CC=1OC1C=CN=C2C=CSC=12.[F:19][C:20]1[CH:21]=[C:22]([NH:46][C:47]([NH:49][C:50](=[O:58])[CH2:51][C:52]2[CH:57]=[CH:56][CH:55]=[CH:54][CH:53]=2)=[S:48])[CH:23]=[CH:24][C:25]=1[O:26][C:27]1[CH:32]=[CH:31][N:30]=[C:29]2[CH:33]=[C:34](C3C=CC(S(C)(=O)=O)=CC=3)[S:35][C:28]=12. No catalyst specified. The product is [F:19][C:20]1[CH:21]=[C:22]([NH:46][C:47]([NH:49][C:50](=[O:58])[CH2:51][C:52]2[CH:53]=[CH:54][CH:55]=[CH:56][CH:57]=2)=[S:48])[CH:23]=[CH:24][C:25]=1[O:26][C:27]1[CH:32]=[CH:31][N:30]=[C:29]2[CH:33]=[CH:34][S:35][C:28]=12. The yield is 0.290. (3) The reactants are [Br:1][C:2]1[CH:7]=[CH:6][C:5]([CH2:8][S:9]([NH:12][C:13]2[CH:18]=[CH:17][CH:16]=[C:15]([Cl:19])[CH:14]=2)(=[O:11])=[O:10])=[CH:4][CH:3]=1.C([O-])([O-])=O.[K+].[K+].I[CH2:27][CH:28]([CH3:30])[CH3:29].O. The catalyst is CN(C)C=O. The product is [Br:1][C:2]1[CH:7]=[CH:6][C:5]([CH2:8][S:9]([N:12]([C:13]2[CH:18]=[CH:17][CH:16]=[C:15]([Cl:19])[CH:14]=2)[CH2:27][CH:28]([CH3:30])[CH3:29])(=[O:10])=[O:11])=[CH:4][CH:3]=1. The yield is 0.600. (4) The reactants are [Cl:1][C:2]1[C:10](OS(C(F)(F)F)(=O)=O)=[CH:9][C:8]([C:19]2[N:20]([C:35]([O:37][C:38]([CH3:41])([CH3:40])[CH3:39])=[O:36])[C:21]3[C:26]([CH:27]=2)=[CH:25][C:24]([CH2:28][N:29]2[CH2:34][CH2:33][CH2:32][CH2:31][CH2:30]2)=[CH:23][CH:22]=3)=[C:7]2[C:3]=1[CH2:4][NH:5][C:6]2=[O:42].[C:43]1(B(O)O)[CH:48]=[CH:47][CH:46]=[CH:45][CH:44]=1.[F-].[Cs+].O. The catalyst is C(COC)OC. The product is [Cl:1][C:2]1[C:10]([C:43]2[CH:48]=[CH:47][CH:46]=[CH:45][CH:44]=2)=[CH:9][C:8]([C:19]2[N:20]([C:35]([O:37][C:38]([CH3:40])([CH3:41])[CH3:39])=[O:36])[C:21]3[C:26]([CH:27]=2)=[CH:25][C:24]([CH2:28][N:29]2[CH2:30][CH2:31][CH2:32][CH2:33][CH2:34]2)=[CH:23][CH:22]=3)=[C:7]2[C:3]=1[CH2:4][NH:5][C:6]2=[O:42]. The yield is 0.500. (5) The reactants are Cl[C:2]([O:4][CH3:5])=[O:3].[CH3:6][O:7][N:8]1[C:17]2[C:12](=[CH:13][CH:14]=[CH:15][CH:16]=2)[CH2:11][C@@H:10]([NH2:18])[C:9]1=[O:19].C(=O)(O)[O-].[Na+]. The catalyst is C(Cl)(Cl)Cl.O.CCCCC. The product is [CH3:6][O:7][N:8]1[C:17]2[C:12](=[CH:13][CH:14]=[CH:15][CH:16]=2)[CH2:11][C@@H:10]([NH:18][C:2](=[O:3])[O:4][CH3:5])[C:9]1=[O:19]. The yield is 0.990.